This data is from Forward reaction prediction with 1.9M reactions from USPTO patents (1976-2016). The task is: Predict the product of the given reaction. (1) Given the reactants [CH2:1]([N:8]1[CH2:12][C@@H:11]2[C@H:13](O)[CH2:14][CH2:15][C@@H:10]2[CH2:9]1)[C:2]1[CH:7]=[CH:6][CH:5]=[CH:4][CH:3]=1.C1(P(C2C=CC=CC=2)C2C=CC=CC=2)C=CC=CC=1.N(C(OC(C)C)=O)=NC(OC(C)C)=O.C1(P([N:64]=[N+:65]=[N-:66])(C2C=CC=CC=2)=O)C=CC=CC=1, predict the reaction product. The product is: [N:64]([C@@H:13]1[C@@H:11]2[C@@H:10]([CH2:9][N:8]([CH2:1][C:2]3[CH:7]=[CH:6][CH:5]=[CH:4][CH:3]=3)[CH2:12]2)[CH2:15][CH2:14]1)=[N+:65]=[N-:66]. (2) Given the reactants [F:1][C:2]([F:20])([F:19])[C:3]1[NH:4][C:5]2[C:10]([C:11]=1[C:12](O)=[O:13])=[CH:9][C:8]([C:15]([F:18])([F:17])[F:16])=[CH:7][CH:6]=2.S(Cl)([Cl:23])=O, predict the reaction product. The product is: [F:1][C:2]([F:20])([F:19])[C:3]1[NH:4][C:5]2[C:10]([C:11]=1[C:12]([Cl:23])=[O:13])=[CH:9][C:8]([C:15]([F:18])([F:17])[F:16])=[CH:7][CH:6]=2. (3) The product is: [Cl:1][C:2]1[N:7]=[CH:6][C:5]([C:8]2([CH2:14][NH2:15])[CH2:13][CH2:12][CH2:11][CH2:10][CH2:9]2)=[CH:4][CH:3]=1. Given the reactants [Cl:1][C:2]1[N:7]=[CH:6][C:5]([C:8]2([C:14]#[N:15])[CH2:13][CH2:12][CH2:11][CH2:10][CH2:9]2)=[CH:4][CH:3]=1.Cl, predict the reaction product. (4) Given the reactants [OH:1][CH2:2][CH2:3][NH:4][CH:5]1[CH2:10][CH2:9][N:8]([C:11]([O:13][C:14]([CH3:17])([CH3:16])[CH3:15])=[O:12])[CH2:7][CH:6]1[CH3:18].C1N=CN([C:24](N2C=NC=C2)=[O:25])C=1.C(OCC)(=O)C, predict the reaction product. The product is: [CH3:18][CH:6]1[CH:5]([N:4]2[CH2:3][CH2:2][O:1][C:24]2=[O:25])[CH2:10][CH2:9][N:8]([C:11]([O:13][C:14]([CH3:17])([CH3:16])[CH3:15])=[O:12])[CH2:7]1. (5) The product is: [CH3:1][C:2]1[O:6][N:5]=[C:4]([NH:7][C:8]2[N:9]=[CH:10][CH:11]=[CH:12][C:13]=2[CH:14]=[O:15])[CH:3]=1. Given the reactants [CH3:1][C:2]1[O:6][N:5]=[C:4]([NH:7][C:8]2[C:13]([CH2:14][OH:15])=[CH:12][CH:11]=[CH:10][N:9]=2)[CH:3]=1, predict the reaction product.